Predict the product of the given reaction. From a dataset of Forward reaction prediction with 1.9M reactions from USPTO patents (1976-2016). (1) Given the reactants [OH:1][C:2]([CH3:35])([CH3:34])[CH2:3][C@@:4]1([C:28]2[CH:33]=[CH:32][CH:31]=[CH:30][CH:29]=2)[O:9][C:8](=[O:10])[N:7]([C@H:11]([C:13]2[CH:18]=[CH:17][C:16](B3OC(C)(C)C(C)(C)O3)=[CH:15][CH:14]=2)[CH3:12])[CH2:6][CH2:5]1.Br[C:37]1[CH:38]=[N:39][N:40]([CH3:42])[CH:41]=1, predict the reaction product. The product is: [OH:1][C:2]([CH3:34])([CH3:35])[CH2:3][C@@:4]1([C:28]2[CH:29]=[CH:30][CH:31]=[CH:32][CH:33]=2)[O:9][C:8](=[O:10])[N:7]([C@H:11]([C:13]2[CH:18]=[CH:17][C:16]([C:37]3[CH:38]=[N:39][N:40]([CH3:42])[CH:41]=3)=[CH:15][CH:14]=2)[CH3:12])[CH2:6][CH2:5]1. (2) The product is: [Br:1][C:2]1[CH:10]=[CH:9][C:5]([C:6]([N:33]([O:34][CH3:35])[CH3:32])=[O:7])=[C:4]([CH3:11])[CH:3]=1. Given the reactants [Br:1][C:2]1[CH:10]=[CH:9][C:5]([C:6](O)=[O:7])=[C:4]([CH3:11])[CH:3]=1.Cl.C(N=C=NCCCN(C)C)C.C(N(CC)CC)C.Cl.[CH3:32][NH:33][O:34][CH3:35], predict the reaction product. (3) Given the reactants [Cl:1][C:2]1[CH:3]=[C:4]([CH:8]([S:12][C:13]2[CH:18]=[CH:17][C:16]([CH3:19])=[C:15]([CH3:20])[CH:14]=2)[C:9]([OH:11])=O)[CH:5]=[CH:6][CH:7]=1.C(N1C=CN=C1)(N1C=CN=C1)=O.O[N:34]=[C:35]([NH2:45])[C:36]1[CH:41]=[C:40]([CH3:42])[C:39]([OH:43])=[C:38]([CH3:44])[CH:37]=1, predict the reaction product. The product is: [Cl:1][C:2]1[CH:3]=[C:4]([CH:8]([S:12][C:13]2[CH:18]=[CH:17][C:16]([CH3:19])=[C:15]([CH3:20])[CH:14]=2)[C:9]2[O:11][N:45]=[C:35]([C:36]3[CH:41]=[C:40]([CH3:42])[C:39]([OH:43])=[C:38]([CH3:44])[CH:37]=3)[N:34]=2)[CH:5]=[CH:6][CH:7]=1. (4) Given the reactants C1(C(C2C3C(=C(CSC)C=CC=3)NC=2)(C2C=CC([F:12])=CC=2F)C)CC1.[CH:26]1([C:29]([C:38]2[C:46]3[C:41](=[C:42]([CH2:47][S:48]([CH3:51])(=[O:50])=[O:49])[CH:43]=[CH:44][CH:45]=3)[NH:40][CH:39]=2)([C:31]2[CH:36]=[CH:35][C:34]([F:37])=[CH:33][CH:32]=2)[CH3:30])[CH2:28][CH2:27]1, predict the reaction product. The product is: [CH:26]1([C:29]([C:38]2[C:46]3[C:41](=[C:42]([CH2:47][S:48]([CH3:51])(=[O:50])=[O:49])[CH:43]=[CH:44][CH:45]=3)[NH:40][CH:39]=2)([C:31]2[CH:32]=[CH:33][C:34]([F:37])=[CH:35][C:36]=2[F:12])[CH3:30])[CH2:28][CH2:27]1. (5) Given the reactants S(Cl)(Cl)=O.[NH:5]1[CH2:9][CH2:8][CH2:7][CH:6]1[C:10]([OH:12])=[O:11].[CH3:13]O, predict the reaction product. The product is: [CH3:13][O:11][C:10]([CH:6]1[CH2:7][CH2:8][CH2:9][NH:5]1)=[O:12]. (6) The product is: [O:39]([CH2:46][C:47]([NH:29][C:28]1[NH:27][C:25](=[O:26])[C:24]2[N:23]=[CH:22][N:21]([C:31]=2[N:30]=1)[C@@H:14]1[O:15][C@H:16]([CH2:19][OH:20])[C@@H:17]([OH:18])[C@H:13]1[O:12][CH2:11][C:9](=[O:10])[NH:8][CH2:7][CH2:6][NH:5][C:3](=[O:4])[C:2]([F:1])([F:32])[F:33])=[O:48])[C:40]1[CH:45]=[CH:44][CH:43]=[CH:42][CH:41]=1. Given the reactants [F:1][C:2]([F:33])([F:32])[C:3]([NH:5][CH2:6][CH2:7][NH:8][C:9]([CH2:11][O:12][C@@H:13]1[C@H:17]([OH:18])[C@@H:16]([CH2:19][OH:20])[O:15][C@H:14]1[N:21]1[C:31]2[N:30]=[C:28]([NH2:29])[NH:27][C:25](=[O:26])[C:24]=2[N:23]=[CH:22]1)=[O:10])=[O:4].Cl[Si](C)(C)C.[O:39]([CH2:46][C:47](O[C:47](=[O:48])[CH2:46][O:39][C:40]1[CH:45]=[CH:44][CH:43]=[CH:42][CH:41]=1)=[O:48])[C:40]1[CH:45]=[CH:44][CH:43]=[CH:42][CH:41]=1, predict the reaction product. (7) Given the reactants [CH2:1]([O:8][C:9]([N:11]1[CH2:16][CH2:15][CH:14]([C:17](=[O:34])[C:18]2[CH:23]=[CH:22][C:21]([C@@H:24]([NH:26][C:27]([O:29][C:30]([CH3:33])([CH3:32])[CH3:31])=[O:28])[CH3:25])=[CH:20][CH:19]=2)[CH2:13][CH2:12]1)=[O:10])[C:2]1[CH:7]=[CH:6][CH:5]=[CH:4][CH:3]=1.[Na].O, predict the reaction product. The product is: [CH2:1]([O:8][C:9]([N:11]1[CH2:12][CH2:13][CH:14]([CH:17]([C:18]2[CH:19]=[CH:20][C:21]([C@@H:24]([NH:26][C:27]([O:29][C:30]([CH3:31])([CH3:33])[CH3:32])=[O:28])[CH3:25])=[CH:22][CH:23]=2)[OH:34])[CH2:15][CH2:16]1)=[O:10])[C:2]1[CH:3]=[CH:4][CH:5]=[CH:6][CH:7]=1.